Dataset: Forward reaction prediction with 1.9M reactions from USPTO patents (1976-2016). Task: Predict the product of the given reaction. (1) The product is: [C:1]1([CH2:7][CH2:8][CH2:9][CH:10]([NH:20][C:21]([CH:23]2[CH2:24][CH2:25][N:26]([C:29]([CH:31]3[CH2:36][CH2:35][N:34]([CH2:39][C@@H:38]([OH:37])[CH2:40][O:41][C:42]4[CH:51]=[CH:50][CH:49]=[C:48]5[C:43]=4[CH:44]=[CH:45][CH:46]=[N:47]5)[CH2:33][CH2:32]3)=[O:30])[CH2:27][CH2:28]2)=[O:22])[CH2:11][CH2:12][CH2:13][C:14]2[CH:15]=[CH:16][CH:17]=[CH:18][CH:19]=2)[CH:6]=[CH:5][CH:4]=[CH:3][CH:2]=1. Given the reactants [C:1]1([CH2:7][CH2:8][CH2:9][CH:10]([NH:20][C:21]([CH:23]2[CH2:28][CH2:27][N:26]([C:29]([CH:31]3[CH2:36][CH2:35][NH:34][CH2:33][CH2:32]3)=[O:30])[CH2:25][CH2:24]2)=[O:22])[CH2:11][CH2:12][CH2:13][C:14]2[CH:19]=[CH:18][CH:17]=[CH:16][CH:15]=2)[CH:6]=[CH:5][CH:4]=[CH:3][CH:2]=1.[O:37]1[CH2:39][C@@H:38]1[CH2:40][O:41][C:42]1[CH:51]=[CH:50][CH:49]=[C:48]2[C:43]=1[CH:44]=[CH:45][CH:46]=[N:47]2, predict the reaction product. (2) Given the reactants N[C:2]1[C:7]([C:8]2[CH:13]=[CH:12][C:11]([C:14]([F:17])([F:16])[F:15])=[CH:10][CH:9]=2)=[CH:6][C:5]([C:18]2([C:23]([O:25][CH2:26][CH3:27])=[O:24])[CH2:22][CH2:21][CH2:20][CH2:19]2)=[CH:4][C:3]=1[O:28][CH2:29][CH:30]1[CH2:32][CH2:31]1.N([O-])=O.[Na+].CC#N.O.[ClH:41], predict the reaction product. The product is: [Cl:41][C:2]1[C:7]([C:8]2[CH:13]=[CH:12][C:11]([C:14]([F:17])([F:16])[F:15])=[CH:10][CH:9]=2)=[CH:6][C:5]([C:18]2([C:23]([O:25][CH2:26][CH3:27])=[O:24])[CH2:22][CH2:21][CH2:20][CH2:19]2)=[CH:4][C:3]=1[O:28][CH2:29][CH:30]1[CH2:32][CH2:31]1. (3) Given the reactants Br[C:2]1[CH:7]=[CH:6][C:5]([S:8][CH2:9][CH2:10][C:11]([NH2:13])=[O:12])=[C:4]([C:14]([F:17])([F:16])[F:15])[CH:3]=1.[CH3:18][N:19]1[CH:23]=[C:22](B2OC(C)(C)C(C)(C)O2)[CH:21]=[N:20]1.C(=O)([O-])[O-].[K+].[K+].O, predict the reaction product. The product is: [CH3:18][N:19]1[CH:23]=[C:22]([C:2]2[CH:7]=[CH:6][C:5]([S:8][CH2:9][CH2:10][C:11]([NH2:13])=[O:12])=[C:4]([C:14]([F:17])([F:16])[F:15])[CH:3]=2)[CH:21]=[N:20]1. (4) Given the reactants O[CH2:2][CH2:3][C@@H:4]([CH3:14])[C:5]([NH:7][C:8]1[CH:12]=[CH:11][N:10]([CH3:13])[N:9]=1)=[O:6].C(P(CCCC)CCCC)CCC.C1(C)C=CC=CC=1.N(C(OCC)=O)=NC(OCC)=O, predict the reaction product. The product is: [CH3:14][C@@H:4]1[CH2:3][CH2:2][N:7]([C:8]2[CH:12]=[CH:11][N:10]([CH3:13])[N:9]=2)[C:5]1=[O:6]. (5) Given the reactants N1[C:10]2[C:5](=[CH:6][CH:7]=[CH:8][CH:9]=2)[N:4]=[CH:3][CH:2]=1.O1C2C=CC=CC=2N=[CH:12]1.S1C2C=CC=CC=2N=C1, predict the reaction product. The product is: [N:4]1[C:5]2[C:10](=[CH:9][CH:8]=[CH:7][CH:6]=2)[CH:12]=[CH:2][CH:3]=1. (6) Given the reactants [CH3:1][O:2][C:3]1[CH:19]=[CH:18][C:17]([N+:20]([O-])=O)=[CH:16][C:4]=1[O:5][CH2:6][CH2:7][N:8]1[CH2:13][CH2:12][C:11]([CH3:15])([CH3:14])[CH2:10][CH2:9]1, predict the reaction product. The product is: [CH3:14][C:11]1([CH3:15])[CH2:12][CH2:13][N:8]([CH2:7][CH2:6][O:5][C:4]2[CH:16]=[C:17]([NH2:20])[CH:18]=[CH:19][C:3]=2[O:2][CH3:1])[CH2:9][CH2:10]1. (7) Given the reactants C([O:8][C:9]([C:11]1[CH:12]=[C:13]2[C:17](=[CH:18][CH:19]=1)[C:16](=[O:20])[N:15]([C:21]1[CH:26]=[CH:25][CH:24]=[C:23]([C:27]3[O:28][C:29]4[CH:35]=[C:34]([C:36](Cl)=[O:37])[CH:33]=[CH:32][C:30]=4[N:31]=3)[CH:22]=1)[C:14]2=[O:39])=[O:10])C1C=CC=CC=1.[NH:40]1[CH2:48][CH2:47][CH2:46][CH:42]([C:43]([NH2:45])=[O:44])[CH2:41]1, predict the reaction product. The product is: [C:43]([CH:42]1[CH2:46][CH2:47][CH2:48][N:40]([C:36]([C:34]2[CH:33]=[CH:32][C:30]3[N:31]=[C:27]([C:23]4[CH:22]=[C:21]([N:15]5[C:14](=[O:39])[C:13]6[C:17](=[CH:18][CH:19]=[C:11]([C:9]([OH:8])=[O:10])[CH:12]=6)[C:16]5=[O:20])[CH:26]=[CH:25][CH:24]=4)[O:28][C:29]=3[CH:35]=2)=[O:37])[CH2:41]1)(=[O:44])[NH2:45]. (8) Given the reactants Br[C:2]1[C:10]2[CH:9]=[CH:8][S:7][C:6]=2[CH:5]=[CH:4][CH:3]=1.[Mg].II.CON(C)[C:17](=[O:21])[CH2:18][CH2:19][CH3:20], predict the reaction product. The product is: [S:7]1[CH:8]=[CH:9][C:10]2[C:2]([C:17](=[O:21])[CH2:18][CH2:19][CH3:20])=[CH:3][CH:4]=[CH:5][C:6]1=2. (9) The product is: [CH:1]1([S:4]([C:7]2[CH:12]=[N:11][CH:10]=[C:9]3[N:13]([C@@H:16]([CH2:20][CH:21]4[CH2:26][CH2:25][O:24][CH2:23][CH2:22]4)[C:17]([NH:34][C:32]4[S:33][C:29]([F:28])=[CH:30][N:31]=4)=[O:18])[N:14]=[CH:15][C:8]=23)(=[O:6])=[O:5])[CH2:3][CH2:2]1. Given the reactants [CH:1]1([S:4]([C:7]2[CH:12]=[N:11][CH:10]=[C:9]3[N:13]([C@@H:16]([CH2:20][CH:21]4[CH2:26][CH2:25][O:24][CH2:23][CH2:22]4)[C:17](O)=[O:18])[N:14]=[CH:15][C:8]=23)(=[O:6])=[O:5])[CH2:3][CH2:2]1.Cl.[F:28][C:29]1[S:33][C:32]([NH2:34])=[N:31][CH:30]=1.CCN=C=NCCCN(C)C, predict the reaction product.